This data is from Reaction yield outcomes from USPTO patents with 853,638 reactions. The task is: Predict the reaction yield, written as a fraction of the theoretical maximum amount of product (1.0 means a 100% yield; for example, 0.34 means a 34% yield). (1) The reactants are [Cl:1][C:2]1[CH:12]=[CH:11][C:5]2[CH2:6][CH2:7][NH:8][CH2:9][CH2:10][C:4]=2[C:3]=1[NH:13][CH2:14][C:15]1[CH:20]=[CH:19][C:18]([S:21][C:22](=[O:26])[N:23]([CH3:25])[CH3:24])=[CH:17][CH:16]=1.[C:27]([O:31][C:32](O[C:32]([O:31][C:27]([CH3:30])([CH3:29])[CH3:28])=[O:33])=[O:33])([CH3:30])([CH3:29])[CH3:28].C(N(CC)CC)C. The catalyst is C(Cl)Cl. The product is [C:27]([O:31][C:32]([N:8]1[CH2:9][CH2:10][C:4]2[C:3]([NH:13][CH2:14][C:15]3[CH:20]=[CH:19][C:18]([S:21][C:22](=[O:26])[N:23]([CH3:24])[CH3:25])=[CH:17][CH:16]=3)=[C:2]([Cl:1])[CH:12]=[CH:11][C:5]=2[CH2:6][CH2:7]1)=[O:33])([CH3:30])([CH3:29])[CH3:28]. The yield is 0.910. (2) The reactants are [C:1]([OH:8])(=O)[CH2:2][CH2:3][CH2:4][CH2:5][CH3:6].[Cl:9][C:10]1[CH:31]=[C:30]([Cl:32])[CH:29]=[CH:28][C:11]=1[CH2:12][N:13]1[C:17]([CH2:18][CH2:19][S:20]([NH2:23])(=[O:22])=[O:21])=[CH:16][C:15]([O:24][CH:25]([CH3:27])[CH3:26])=[N:14]1.N12CCCN=C1CCCCC2. The catalyst is O1CCCC1. The product is [Cl:9][C:10]1[CH:31]=[C:30]([Cl:32])[CH:29]=[CH:28][C:11]=1[CH2:12][N:13]1[C:17]([CH2:18][CH2:19][S:20]([NH:23][C:1](=[O:8])[CH2:2][CH2:3][CH2:4][CH2:5][CH3:6])(=[O:22])=[O:21])=[CH:16][C:15]([O:24][CH:25]([CH3:27])[CH3:26])=[N:14]1. The yield is 0.0900. (3) The reactants are CO[C:3](=[O:20])[C:4]([OH:19])=[CH:5][C:6](=[O:18])[N:7]([CH2:9][C:10]1[CH:15]=[CH:14][C:13]([Cl:16])=[C:12]([Cl:17])[CH:11]=1)[CH3:8].C=O.C1(N)CC1.ClC1C=C(C=CC=1Cl)CN(C)C([C:35]1C[N:37]([CH3:42])[C:38](=O)[C:39]=1O)=O. No catalyst specified. The product is [Cl:17][C:12]1[CH:11]=[C:10]([CH:15]=[CH:14][C:13]=1[Cl:16])[CH2:9][N:7]([CH3:8])[C:6]([C:5]1[CH2:42][N:37]([CH:38]2[CH2:39][CH2:35]2)[C:3](=[O:20])[C:4]=1[OH:19])=[O:18]. The yield is 0.300. (4) The reactants are CO[C:3]([C:5]1[O:9][N:8]=[C:7]([O:10][CH2:11][C:12]2[C:13]([C:18]3[CH:23]=[CH:22][CH:21]=[CH:20][N:19]=3)=[N:14][O:15][C:16]=2[CH3:17])[CH:6]=1)=[O:4].[NH2:24][N:25]1[CH2:30][CH2:29][CH2:28][CH2:27][CH2:26]1. No catalyst specified. The product is [N:25]1([NH:24][C:3]([C:5]2[O:9][N:8]=[C:7]([O:10][CH2:11][C:12]3[C:13]([C:18]4[CH:23]=[CH:22][CH:21]=[CH:20][N:19]=4)=[N:14][O:15][C:16]=3[CH3:17])[CH:6]=2)=[O:4])[CH2:30][CH2:29][CH2:28][CH2:27][CH2:26]1. The yield is 0.680. (5) The reactants are [NH2:1][C:2]1[CH:7]=[C:6]([C:8](=[O:15])[C:9]2[CH:14]=[CH:13][CH:12]=[CH:11][CH:10]=2)[CH:5]=[CH:4][C:3]=1[N:16]1[CH2:21][CH2:20][CH2:19][CH:18]([NH:22][C:23](=[O:29])[O:24][C:25]([CH3:28])([CH3:27])[CH3:26])[CH2:17]1.[NH2:30][C:31]1[C:32]([C:38](O)=[O:39])=[N:33][C:34]([Br:37])=[CH:35][N:36]=1. The catalyst is C(#N)C. The product is [NH2:30][C:31]1[C:32]([C:38]([NH:1][C:2]2[CH:7]=[C:6]([C:8](=[O:15])[C:9]3[CH:10]=[CH:11][CH:12]=[CH:13][CH:14]=3)[CH:5]=[CH:4][C:3]=2[N:16]2[CH2:21][CH2:20][CH2:19][CH:18]([NH:22][C:23](=[O:29])[O:24][C:25]([CH3:26])([CH3:28])[CH3:27])[CH2:17]2)=[O:39])=[N:33][C:34]([Br:37])=[CH:35][N:36]=1. The yield is 0.300.